Dataset: Reaction yield outcomes from USPTO patents with 853,638 reactions. Task: Predict the reaction yield, written as a fraction of the theoretical maximum amount of product (1.0 means a 100% yield; for example, 0.34 means a 34% yield). (1) The product is [CH3:31][CH:10]([CH2:11][CH2:12][CH2:13][C:14]1[CH:15]=[CH:16][CH:17]=[CH:18][CH:19]=1)[C:9](=[O:20])/[CH:8]=[CH:7]/[C@H:4]1[CH2:5][CH2:6][C:2](=[O:1])[N:3]1[CH2:21][CH2:22][CH2:23][CH2:24][CH2:25][CH2:26][C:27]([O:29][CH3:30])=[O:28]. No catalyst specified. The reactants are [O:1]=[C:2]1[CH2:6][CH2:5][C@H:4](/[CH:7]=[CH:8]/[C:9](=[O:20])[CH2:10][CH2:11][CH2:12][CH2:13][C:14]2[CH:19]=[CH:18][CH:17]=[CH:16][CH:15]=2)[N:3]1[CH2:21][CH2:22][CH2:23][CH2:24][CH2:25][CH2:26][C:27]([O:29][CH3:30])=[O:28].[C:31](OCC)(=O)C.CCCCCCC. The yield is 0.560. (2) The yield is 1.00. The catalyst is ClCCl. The reactants are C([O:5][C:6]([CH:8]1[CH:12]([C:13]2[CH:18]=[CH:17][CH:16]=[C:15]([Cl:19])[C:14]=2[F:20])[C:11]([C:23]2[CH:28]=[CH:27][C:26]([Cl:29])=[CH:25][C:24]=2[O:30][CH3:31])([C:21]#[N:22])[CH:10]([CH2:32][C:33]([CH3:36])([CH3:35])[CH3:34])[NH:9]1)=[O:7])(C)(C)C.[F:37][C:38]([F:43])([F:42])[C:39]([OH:41])=[O:40]. The product is [F:37][C:38]([F:43])([F:42])[C:39]([OH:41])=[O:40].[Cl:19][C:15]1[C:14]([F:20])=[C:13]([CH:12]2[C:11]([C:23]3[CH:28]=[CH:27][C:26]([Cl:29])=[CH:25][C:24]=3[O:30][CH3:31])([C:21]#[N:22])[CH:10]([CH2:32][C:33]([CH3:34])([CH3:35])[CH3:36])[NH:9][CH:8]2[C:6]([OH:7])=[O:5])[CH:18]=[CH:17][CH:16]=1. (3) The yield is 0.710. The catalyst is C(O)C. The reactants are [NH2:1][C:2]1[CH:10]=[CH:9][C:8]([I:11])=[CH:7][C:3]=1[C:4](O)=[O:5].[CH:12]([NH2:14])=O. The product is [I:11][C:8]1[CH:7]=[C:3]2[C:2](=[CH:10][CH:9]=1)[N:1]=[CH:12][N:14]=[C:4]2[OH:5].